The task is: Predict the reaction yield, written as a fraction of the theoretical maximum amount of product (1.0 means a 100% yield; for example, 0.34 means a 34% yield).. This data is from Reaction yield outcomes from USPTO patents with 853,638 reactions. The reactants are Br[C:2]1[CH:3]=[C:4]2[C:8](=[CH:9][C:10]=1[Cl:11])[NH:7][N:6]=[C:5]2[C:12]([OH:14])=[O:13].CC1(C)COB([C:22]2[CH:27]=[CH:26][C:25]([C:28]([OH:34])([CH3:33])[C:29]([F:32])([F:31])[F:30])=[CH:24][CH:23]=2)OC1.C(=O)([O-])[O-].[K+].[K+]. The catalyst is C1(C)C=CC=CC=1.CCO.C1C=CC(P(C2C=CC=CC=2)[C-]2C=CC=C2)=CC=1.C1C=CC(P(C2C=CC=CC=2)[C-]2C=CC=C2)=CC=1.Cl[Pd]Cl.[Fe+2]. The product is [Cl:11][C:10]1[CH:9]=[C:8]2[C:4]([C:5]([C:12]([OH:14])=[O:13])=[N:6][NH:7]2)=[CH:3][C:2]=1[C:22]1[CH:27]=[CH:26][C:25]([C:28]([OH:34])([CH3:33])[C:29]([F:31])([F:32])[F:30])=[CH:24][CH:23]=1. The yield is 0.150.